This data is from Catalyst prediction with 721,799 reactions and 888 catalyst types from USPTO. The task is: Predict which catalyst facilitates the given reaction. (1) Reactant: [Br:1][C:2]1[C:3]([S:13][C:14]([CH3:17])([CH3:16])[CH3:15])=[C:4]([CH:7]=[C:8]([N+:10]([O-:12])=[O:11])[CH:9]=1)[CH:5]=O.Cl.[NH2:19][OH:20]. Product: [Br:1][C:2]1[C:3]([S:13][C:14]([CH3:17])([CH3:16])[CH3:15])=[C:4]([CH:7]=[C:8]([N+:10]([O-:12])=[O:11])[CH:9]=1)[CH:5]=[N:19][OH:20]. The catalyst class is: 252. (2) Reactant: [C:1]([OH:7])(=[O:6])[CH2:2][C:3]([OH:5])=[O:4].[Cl:8][C:9]1[CH:14]=[C:13]([Cl:15])[CH:12]=[C:11]([Cl:16])[C:10]=1O.P(Cl)(Cl)(Cl)=O. Product: [Cl:8][C:9]1[CH:14]=[C:13]([Cl:15])[CH:12]=[C:11]([Cl:16])[C:10]=1[O:4][C:3](=[O:5])[CH2:2][C:1]([O:7][C:10]1[C:9]([Cl:8])=[CH:14][C:13]([Cl:15])=[CH:12][C:11]=1[Cl:16])=[O:6]. The catalyst class is: 6. (3) Reactant: [CH2:1]([O:3][C:4](=[O:9])[CH:5]([NH2:8])[C:6]#[N:7])[CH3:2].[CH:10](OCC)(OCC)OCC.[N+:20]([C:23]1[CH:24]=[C:25]([CH:27]=[CH:28][CH:29]=1)[NH2:26])([O-:22])=[O:21]. Product: [CH2:1]([O:3][C:4]([C:5]1[N:8]=[CH:10][N:26]([C:25]2[CH:27]=[CH:28][CH:29]=[C:23]([N+:20]([O-:22])=[O:21])[CH:24]=2)[C:6]=1[NH2:7])=[O:9])[CH3:2]. The catalyst class is: 10. (4) Reactant: [Br:1][C:2]1[C:3]([CH2:10][OH:11])=[N:4][C:5]([O:8][CH3:9])=[CH:6][CH:7]=1.C(N(CC)C(C)C)(C)C.[CH3:21][O:22][CH2:23]Cl.CO. Product: [Br:1][C:2]1[C:3]([CH2:10][O:11][CH2:21][O:22][CH3:23])=[N:4][C:5]([O:8][CH3:9])=[CH:6][CH:7]=1. The catalyst class is: 4.